This data is from Full USPTO retrosynthesis dataset with 1.9M reactions from patents (1976-2016). The task is: Predict the reactants needed to synthesize the given product. (1) The reactants are: [NH2:1][C:2]1[CH:3]=[C:4]2[C:9](=[CH:10][CH:11]=1)[N:8]=[CH:7][C:6]([C:12]#[N:13])=[C:5]2[NH:14][C:15]1[CH:20]=[CH:19][C:18]([F:21])=[C:17]([Cl:22])[CH:16]=1.[C:23]([O:27][C:28](=[O:40])[CH2:29][O:30][C:31]1[CH:36]=[CH:35][C:34]([CH:37]=O)=[CH:33][C:32]=1[Br:39])([CH3:26])([CH3:25])[CH3:24].[BH3-]C#N.[Na+]. Given the product [C:23]([O:27][C:28](=[O:40])[CH2:29][O:30][C:31]1[CH:36]=[CH:35][C:34]([CH2:37][NH:1][C:2]2[CH:3]=[C:4]3[C:9](=[CH:10][CH:11]=2)[N:8]=[CH:7][C:6]([C:12]#[N:13])=[C:5]3[NH:14][C:15]2[CH:20]=[CH:19][C:18]([F:21])=[C:17]([Cl:22])[CH:16]=2)=[CH:33][C:32]=1[Br:39])([CH3:26])([CH3:24])[CH3:25], predict the reactants needed to synthesize it. (2) Given the product [CH2:9]([C:2]1[N:7]=[C:6]([NH2:8])[CH:5]=[CH:4][CH:3]=1)[CH3:10], predict the reactants needed to synthesize it. The reactants are: Cl[C:2]1[N:7]=[C:6]([NH2:8])[CH:5]=[CH:4][CH:3]=1.[CH2:9]([Zn]CC)[CH3:10].CO. (3) The reactants are: [CH3:1]C(C)([O-])C.[Na+].[CH2:7]([O:9][C:10](=[O:25])[CH2:11][C:12]1[N:22]=[C:21]([O:23][CH3:24])[CH:20]=[CH:19][C:13]=1[C:14]([O:16][CH2:17][CH3:18])=[O:15])[CH3:8].IC.C(O)(=O)C. Given the product [CH2:7]([O:9][C:10](=[O:25])[CH:11]([C:12]1[N:22]=[C:21]([O:23][CH3:24])[CH:20]=[CH:19][C:13]=1[C:14]([O:16][CH2:17][CH3:18])=[O:15])[CH3:1])[CH3:8], predict the reactants needed to synthesize it. (4) The reactants are: [Br:1][C:2]1[CH:3]=[C:4]([NH2:9])[C:5]([Cl:8])=[N:6][CH:7]=1.[F:10][C:11]1[CH:16]=[C:15]([F:17])[CH:14]=[CH:13][C:12]=1[S:18](Cl)(=[O:20])=[O:19]. Given the product [Br:1][C:2]1[CH:3]=[C:4]([NH:9][S:18]([C:12]2[CH:13]=[CH:14][C:15]([F:17])=[CH:16][C:11]=2[F:10])(=[O:20])=[O:19])[C:5]([Cl:8])=[N:6][CH:7]=1, predict the reactants needed to synthesize it. (5) Given the product [CH3:51][C@@:15]1([OH:50])[C@H:14]([OH:52])[C@@H:13]([CH2:12][OH:11])[O:17][C@H:16]1[N:18]1[CH:26]=[N:25][C:24]2[C:19]1=[N:20][CH:21]=[N:22][C:23]=2[NH:8][CH2:7][CH2:6][C:4]1[N:3]=[CH:2][NH:1][CH:5]=1, predict the reactants needed to synthesize it. The reactants are: [N:1]1[CH2:2][N:3]=[C:4]([CH2:6][CH2:7][NH2:8])[CH:5]=1.CO[O:11][CH2:12][C@H:13]1[O:17][C@@:16](C(C2C=CC=CC=2)(C2C=CC=CC=2)C2C=CC=CC=2)([N:18]2[CH:26]=[N:25][C:24]3[C:19]2=[N:20][CH:21]=[N:22][C:23]=3S(C)(=O)=O)[C@:15]([CH3:51])([OH:50])[C@@H:14]1[OH:52]. (6) Given the product [CH:26]([N:25]([CH2:24][C:22]1[O:21][N:20]=[C:19]([C:14]2[CH:15]=[CH:16][CH:17]=[CH:18][N:13]=2)[N:23]=1)[C:9](=[O:10])[CH2:8][O:7][C:4]1[CH:5]=[CH:6][C:1]([CH3:12])=[CH:2][CH:3]=1)([CH3:28])[CH3:27], predict the reactants needed to synthesize it. The reactants are: [C:1]1([CH3:12])[CH:6]=[CH:5][C:4]([O:7][CH2:8][C:9](Cl)=[O:10])=[CH:3][CH:2]=1.[N:13]1[CH:18]=[CH:17][CH:16]=[CH:15][C:14]=1[C:19]1[N:23]=[C:22]([CH2:24][NH:25][CH:26]([CH3:28])[CH3:27])[O:21][N:20]=1.C(N(CC)CC)C. (7) Given the product [OH:12][CH2:11][C:6]1[CH:5]=[C:4]([CH:9]=[C:8]([CH3:10])[N:7]=1)[C:3]([OH:13])=[O:2], predict the reactants needed to synthesize it. The reactants are: C[O:2][C:3](=[O:13])[C:4]1[CH:9]=[C:8]([CH3:10])[N:7]=[C:6]([CH2:11][OH:12])[CH:5]=1.